This data is from Catalyst prediction with 721,799 reactions and 888 catalyst types from USPTO. The task is: Predict which catalyst facilitates the given reaction. (1) Reactant: FC1C(F)=C(F)C(F)=C(F)C=1[C:12]1[N:13]([CH3:31])[C:14](=[O:30])[CH:15]=[C:16]([NH:21][C:22]2[CH:27]=[CH:26][C:25]([I:28])=[CH:24][C:23]=2[F:29])[C:17]=1[C:18]([O-:20])=O.CCN(C(C)C)C(C)C.[NH2:41][CH2:42][CH2:43][OH:44]. Product: [F:29][C:23]1[CH:24]=[C:25]([I:28])[CH:26]=[CH:27][C:22]=1[NH:21][C:16]1[C:17]([C:18]([NH:41][CH2:42][CH2:43][OH:44])=[O:20])=[CH:12][N:13]([CH3:31])[C:14](=[O:30])[CH:15]=1. The catalyst class is: 1. (2) Reactant: [NH:1]1[CH2:6][CH2:5][O:4][CH2:3][CH2:2]1.FC(F)(F)S(O[C:13]1[CH:26]=[C:25]2[C:16]([O:17][C:18]3[CH:19]=[CH:20][C:21]([NH:32][C:33]4[CH:38]=[CH:37][CH:36]=[C:35]([O:39][CH3:40])[CH:34]=4)=[CH:22][C:23]=3[C@:24]32[CH2:30][O:29][C:28]([NH2:31])=[N:27]3)=[C:15]([F:41])[CH:14]=1)(=O)=O.[Li+].C[Si]([N-][Si](C)(C)C)(C)C. Product: [F:41][C:15]1[C:16]2[O:17][C:18]3[C:23](=[CH:22][C:21]([NH:32][C:33]4[CH:38]=[CH:37][CH:36]=[C:35]([O:39][CH3:40])[CH:34]=4)=[CH:20][CH:19]=3)[C@@:24]3([CH2:30][O:29][C:28]([NH2:31])=[N:27]3)[C:25]=2[CH:26]=[C:13]([N:1]2[CH2:6][CH2:5][O:4][CH2:3][CH2:2]2)[CH:14]=1. The catalyst class is: 110. (3) Reactant: [C:1]([O:5][C:6](=[O:12])[N:7]([CH2:9][CH2:10][OH:11])[CH3:8])([CH3:4])([CH3:3])[CH3:2].[H-].[Na+].[C:15]([Si:19]([C:45]1[CH:50]=[CH:49][CH:48]=[CH:47][CH:46]=1)([C:39]1[CH:44]=[CH:43][CH:42]=[CH:41][CH:40]=1)[O:20][CH2:21][CH2:22][C@@H:23]1[O:27][C:26]([CH3:29])([CH3:28])[O:25][C@@H:24]1[CH2:30]OS(C(F)(F)F)(=O)=O)([CH3:18])([CH3:17])[CH3:16].[Cl-].[NH4+]. Product: [C:1]([O:5][C:6](=[O:12])[N:7]([CH2:9][CH2:10][O:11][CH2:30][C@@H:24]1[C@H:23]([CH2:22][CH2:21][O:20][Si:19]([C:15]([CH3:18])([CH3:17])[CH3:16])([C:39]2[CH:44]=[CH:43][CH:42]=[CH:41][CH:40]=2)[C:45]2[CH:50]=[CH:49][CH:48]=[CH:47][CH:46]=2)[O:27][C:26]([CH3:28])([CH3:29])[O:25]1)[CH3:8])([CH3:4])([CH3:2])[CH3:3]. The catalyst class is: 1. (4) Product: [Br:1][C:2]1[CH:3]=[CH:4][C:5]([CH2:8][C:9]([NH:12][C:13]2[CH:18]=[CH:17][CH:16]=[C:15]([CH3:19])[CH:14]=2)=[O:11])=[CH:6][CH:7]=1. The catalyst class is: 3. Reactant: [Br:1][C:2]1[CH:7]=[CH:6][C:5]([CH2:8][C:9]([OH:11])=O)=[CH:4][CH:3]=1.[NH2:12][C:13]1[CH:18]=[CH:17][CH:16]=[C:15]([CH3:19])[CH:14]=1.C1C=CC2N(O)N=NC=2C=1.CN1CCOCC1.CCN=C=NCCCN(C)C. (5) Reactant: C([N:8]1[CH2:12][C@:11]2([O:23][CH3:24])[CH2:13][N:14]([C:16]([O:18][C:19]([CH3:22])([CH3:21])[CH3:20])=[O:17])[CH2:15][C@@H:10]2[CH2:9]1)C1C=CC=CC=1. Product: [CH3:24][O:23][C@@:11]12[CH2:13][N:14]([C:16]([O:18][C:19]([CH3:22])([CH3:21])[CH3:20])=[O:17])[CH2:15][C@@H:10]1[CH2:9][NH:8][CH2:12]2. The catalyst class is: 320. (6) The catalyst class is: 3. Product: [C@H:1]1([N:13]2[CH2:14][CH2:15][CH:16]([N:19]3[C:27]4[C:22](=[N:23][CH:24]=[CH:25][CH:26]=4)[N:21]([CH2:32][C:33]([O:35][CH2:36][CH3:37])=[O:34])[C:20]3=[O:28])[CH2:17][CH2:18]2)[C:11]2=[C:12]3[C:7](=[CH:8][CH:9]=[CH:10]2)[CH:6]=[CH:5][CH:4]=[C:3]3[CH2:2]1. Reactant: [C@H:1]1([N:13]2[CH2:18][CH2:17][CH:16]([N:19]3[C:27]4[C:22](=[N:23][CH:24]=[CH:25][CH:26]=4)[NH:21][C:20]3=[O:28])[CH2:15][CH2:14]2)[C:11]2=[C:12]3[C:7](=[CH:8][CH:9]=[CH:10]2)[CH:6]=[CH:5][CH:4]=[C:3]3[CH2:2]1.[H-].[Na+].Br[CH2:32][C:33]([O:35][CH2:36][CH3:37])=[O:34]. (7) Reactant: [C:1]([BH3-])#[N:2].[Na+].[CH3:5][S:6][CH:7]1C(=O)[CH2:11][CH2:10][N:9]([C:14]([O:16][C:17]([CH3:20])([CH3:19])[CH3:18])=[O:15])[CH2:8]1.C([O-])(=O)C.[NH4+]. Product: [C:17]([O:16][C:14]([N:9]1[CH2:10][CH2:11][C@H:1]([NH2:2])[C@H:7]([S:6][CH3:5])[CH2:8]1)=[O:15])([CH3:18])([CH3:20])[CH3:19]. The catalyst class is: 5. (8) Reactant: [NH2:1][C@@H:2]([CH:5]([CH3:7])[CH3:6])[CH2:3][OH:4].[Br:8][C:9]1[CH:10]=[N:11][N:12]2[CH:17]=[CH:16][C:15](Cl)=[N:14][C:13]=12.C(N(C(C)C)C(C)C)C.CCOC(C)=O. Product: [Br:8][C:9]1[CH:10]=[N:11][N:12]2[CH:17]=[CH:16][C:15]([NH:1][C@@H:2]([CH:5]([CH3:7])[CH3:6])[CH2:3][OH:4])=[N:14][C:13]=12. The catalyst class is: 3. (9) Reactant: [CH3:1][CH:2]1[CH2:7]C[C:5](=O)[CH2:4][CH2:3]1.[C:9](=[O:12])(O)[O-:10].[Na+].ClC1C=C(C=CC=1)C(OO)=O. Product: [CH3:1][CH:2]1[CH2:7][O:10][C:9](=[O:12])[CH2:5][CH2:4][CH2:3]1. The catalyst class is: 4. (10) Reactant: [CH:1]([CH:3]1[CH2:8][CH:7]2[CH2:9][CH:4]1[CH:5]=[CH:6]2)=[CH2:2].NC1C=CC=CC=1.[CH3:17][O:18][SiH:19]([O:22][CH3:23])[O:20][CH3:21]. Product: [CH:4]12[CH2:9][CH:7]([CH:6]=[CH:5]1)[CH2:8][CH:3]2[CH2:1][CH2:2][Si:19]([O:22][CH3:23])([O:20][CH3:21])[O:18][CH3:17]. The catalyst class is: 553.